From a dataset of Forward reaction prediction with 1.9M reactions from USPTO patents (1976-2016). Predict the product of the given reaction. Given the reactants [F:1][C:2]1[C:3]([CH2:17][N:18]2C(=O)C3C(=CC=CC=3)C2=O)=[CH:4][C:5]([CH:8]2[CH2:11][CH:10]([O:12][C:13]([F:16])([F:15])[F:14])[CH2:9]2)=[N:6][CH:7]=1.O.NN, predict the reaction product. The product is: [F:1][C:2]1[C:3]([CH2:17][NH2:18])=[CH:4][C:5]([CH:8]2[CH2:11][CH:10]([O:12][C:13]([F:14])([F:15])[F:16])[CH2:9]2)=[N:6][CH:7]=1.